This data is from Retrosynthesis with 50K atom-mapped reactions and 10 reaction types from USPTO. The task is: Predict the reactants needed to synthesize the given product. (1) Given the product O=c1[nH]nc(Cl)c2cc(NCc3cccc(C(F)(F)F)c3Cl)ccc12, predict the reactants needed to synthesize it. The reactants are: NCc1cccc(C(F)(F)F)c1Cl.O=c1[nH]nc(Cl)c2cc(Br)ccc12. (2) Given the product CN(C)CCNC(=O)c1nc(Cl)c(N)nc1N, predict the reactants needed to synthesize it. The reactants are: CN(C)CCN.COC(=O)c1nc(Cl)c(N)nc1N. (3) Given the product CCNc1ncc2c(n1)N1CCC[C@H]1CN(c1cccc(-c3nnc(CO)o3)c1)C2=O, predict the reactants needed to synthesize it. The reactants are: CCNc1ncc2c(n1)N1CCC[C@H]1CN(c1cccc(-c3nnc(COC(C)=O)o3)c1)C2=O.